This data is from Forward reaction prediction with 1.9M reactions from USPTO patents (1976-2016). The task is: Predict the product of the given reaction. Given the reactants [OH:1][C:2]1[CH:3]=[N:4][C:5]([C:8]2[CH:9]=[C:10]([CH:14]=[CH:15][CH:16]=2)[C:11]([OH:13])=[O:12])=[N:6][CH:7]=1.S(Cl)(Cl)=O.[CH3:21]O, predict the reaction product. The product is: [OH:1][C:2]1[CH:7]=[N:6][C:5]([C:8]2[CH:9]=[C:10]([CH:14]=[CH:15][CH:16]=2)[C:11]([O:13][CH3:21])=[O:12])=[N:4][CH:3]=1.